From a dataset of Forward reaction prediction with 1.9M reactions from USPTO patents (1976-2016). Predict the product of the given reaction. (1) Given the reactants [C:1](Cl)(Cl)=[O:2].C1(C)C=CC=CC=1.CCN(C(C)C)C(C)C.[CH3:21][C:22]1([CH3:35])[C:30]2[CH:29]=[N:28][C:27]([S:31]([CH3:34])(=[O:33])=[O:32])=[N:26][C:25]=2[CH2:24][NH:23]1.C(Cl)(=O)N.[NH2:40][C@@H:41]([C:44]1[CH:49]=[CH:48][CH:47]=[CH:46][CH:45]=1)[CH2:42][OH:43], predict the reaction product. The product is: [OH:43][CH2:42][C@@H:41]([NH:40][C:1]([N:23]1[C:22]([CH3:35])([CH3:21])[C:30]2[CH:29]=[N:28][C:27]([S:31]([CH3:34])(=[O:33])=[O:32])=[N:26][C:25]=2[CH2:24]1)=[O:2])[C:44]1[CH:49]=[CH:48][CH:47]=[CH:46][CH:45]=1. (2) Given the reactants [Cl:1][C:2]1[CH:3]=[C:4]2[C:9](=[CH:10][C:11]=1[C:12]([OH:14])=O)[N:8]=[CH:7][N:6]=[C:5]2[NH:15][CH:16]([C:18]1[NH:22][C:21]2[CH:23]=[CH:24][C:25]([Cl:27])=[CH:26][C:20]=2[N:19]=1)[CH3:17].FC1C(OC(N(C)C)=[N+](C)C)=C(F)C(F)=C(F)C=1F.F[P-](F)(F)(F)(F)F.C(N(C(C)C)CC)(C)C.[CH3:63][O:64][C:65]([CH:67]1[CH2:71][CH2:70][CH2:69][NH:68]1)=[O:66], predict the reaction product. The product is: [Cl:1][C:2]1[CH:3]=[C:4]2[C:9](=[CH:10][C:11]=1[C:12]([N:68]1[CH2:69][CH2:70][CH2:71][CH:67]1[C:65]([O:64][CH3:63])=[O:66])=[O:14])[N:8]=[CH:7][N:6]=[C:5]2[NH:15][CH:16]([C:18]1[NH:22][C:21]2[CH:23]=[CH:24][C:25]([Cl:27])=[CH:26][C:20]=2[N:19]=1)[CH3:17]. (3) Given the reactants [Cl:1][C:2]1[C:7]([NH:8][S:9]([CH3:12])(=[O:11])=[O:10])=[CH:6][C:5]([C:13]2[CH:21]=[C:20]3[C:16]([CH:17]=[N:18][N:19]3S(C3C=CC(C)=CC=3)(=O)=O)=[C:15]([C:32]3[O:33][C:34]([CH2:37]Cl)=[N:35][N:36]=3)[CH:14]=2)=[CH:4][N:3]=1.[NH:39]1[CH2:44][CH2:43][O:42][CH2:41][CH2:40]1.[OH-].[Na+], predict the reaction product. The product is: [Cl:1][C:2]1[C:7]([NH:8][S:9]([CH3:12])(=[O:10])=[O:11])=[CH:6][C:5]([C:13]2[CH:21]=[C:20]3[C:16]([CH:17]=[N:18][NH:19]3)=[C:15]([C:32]3[O:33][C:34]([CH2:37][N:39]4[CH2:44][CH2:43][O:42][CH2:41][CH2:40]4)=[N:35][N:36]=3)[CH:14]=2)=[CH:4][N:3]=1. (4) Given the reactants C(OC(=O)[NH:7][C:8]1[C:12]([CH2:13][C:14]2[CH:19]=[CH:18][CH:17]=[C:16]([Cl:20])[C:15]=2[Cl:21])=[C:11]([OH:22])[N:10]([CH3:23])[N:9]=1)(C)(C)C.C([O-])([O-])=O.[Na+].[Na+], predict the reaction product. The product is: [NH2:7][C:8]1[C:12]([CH2:13][C:14]2[CH:19]=[CH:18][CH:17]=[C:16]([Cl:20])[C:15]=2[Cl:21])=[C:11]([OH:22])[N:10]([CH3:23])[N:9]=1.